Dataset: Reaction yield outcomes from USPTO patents with 853,638 reactions. Task: Predict the reaction yield, written as a fraction of the theoretical maximum amount of product (1.0 means a 100% yield; for example, 0.34 means a 34% yield). (1) The reactants are [Cl:1][C:2]1[CH:7]=[C:6]([Cl:8])[CH:5]=[CH:4][C:3]=1[C:9]1[N:10]=[C:11]([CH2:45][CH3:46])[C:12]([NH:17][C@H:18]2[C@@H:22]([O:23]C(=O)C3C=CC([N+]([O-])=O)=CC=3)[CH2:21][N:20]([C:35]([O:37][CH2:38][C:39]3[CH:44]=[CH:43][CH:42]=[CH:41][CH:40]=3)=[O:36])[CH2:19]2)=[N:13][C:14]=1[CH2:15][CH3:16].[Li+].[OH-].C(=O)(O)[O-].[Na+]. The catalyst is O1CCCC1.CO. The product is [Cl:1][C:2]1[CH:7]=[C:6]([Cl:8])[CH:5]=[CH:4][C:3]=1[C:9]1[N:10]=[C:11]([CH2:45][CH3:46])[C:12]([NH:17][C@H:18]2[C@@H:22]([OH:23])[CH2:21][N:20]([C:35]([O:37][CH2:38][C:39]3[CH:40]=[CH:41][CH:42]=[CH:43][CH:44]=3)=[O:36])[CH2:19]2)=[N:13][C:14]=1[CH2:15][CH3:16]. The yield is 0.500. (2) The reactants are [Br:1][C:2]1[CH:3]=[C:4]([C:9]2[S:13][C:12]([NH:14][CH:15]([CH3:17])[CH3:16])=[N:11][CH:10]=2)[CH:5]=[N:6][C:7]=1Cl.O.[NH2:19][NH2:20].[CH:21](OC)(OC)OC.C(O)(C(F)(F)F)=O. The catalyst is CCCCO.C(Cl)Cl. The product is [Br:1][C:2]1[C:7]2[N:6]([CH:21]=[N:19][N:20]=2)[CH:5]=[C:4]([C:9]2[S:13][C:12]([NH:14][CH:15]([CH3:17])[CH3:16])=[N:11][CH:10]=2)[CH:3]=1. The yield is 0.600.